This data is from Forward reaction prediction with 1.9M reactions from USPTO patents (1976-2016). The task is: Predict the product of the given reaction. (1) Given the reactants [NH2:1][CH2:2][CH:3]1[CH2:8][CH2:7][NH:6][CH2:5][CH2:4]1.C(=O)C1C=CC=CC=1.[CH2:17]([O:24][C:25](Cl)=[O:26])[C:18]1[CH:23]=[CH:22][CH:21]=[CH:20][CH:19]=1.[K], predict the reaction product. The product is: [CH2:17]([O:24][C:25]([N:6]1[CH2:7][CH2:8][CH:3]([CH2:2][NH2:1])[CH2:4][CH2:5]1)=[O:26])[C:18]1[CH:23]=[CH:22][CH:21]=[CH:20][CH:19]=1. (2) Given the reactants [F:1][C:2]1[CH:3]=[C:4]([C@H:10]2[CH2:14][CH2:13][CH2:12][N:11]2[C:15]2[CH:20]=[CH:19][N:18]3[N:21]=[CH:22][C:23]([C:24]([OH:26])=O)=[C:17]3[N:16]=2)[C:5]([O:8][CH3:9])=[N:6][CH:7]=1.C1C=CC2N(O)N=NC=2C=1.CCN=C=NCCCN(C)C.[NH2:48][C@H:49]1[CH2:54][CH2:53][C@H:52]([OH:55])[CH2:51][CH2:50]1.C(N(CC)CC)C, predict the reaction product. The product is: [F:1][C:2]1[CH:3]=[C:4]([C@H:10]2[CH2:14][CH2:13][CH2:12][N:11]2[C:15]2[CH:20]=[CH:19][N:18]3[N:21]=[CH:22][C:23]([C:24]([NH:48][C@H:49]4[CH2:54][CH2:53][C@H:52]([OH:55])[CH2:51][CH2:50]4)=[O:26])=[C:17]3[N:16]=2)[C:5]([O:8][CH3:9])=[N:6][CH:7]=1. (3) Given the reactants C(NCC(C1C=CC=C(OC)C=1)O)C1C=CC=CC=1.ClCC(Cl)=O.[CH2:25]([N:32]([CH2:37][CH:38]([OH:47])[C:39]1[CH:44]=[CH:43][CH:42]=[C:41]([O:45][CH3:46])[CH:40]=1)[C:33](=[O:36])[CH2:34]Cl)[C:26]1[CH:31]=[CH:30][CH:29]=[CH:28][CH:27]=1.[OH-].[K+], predict the reaction product. The product is: [CH2:25]([N:32]1[CH2:37][CH:38]([C:39]2[CH:44]=[CH:43][CH:42]=[C:41]([O:45][CH3:46])[CH:40]=2)[O:47][CH2:34][C:33]1=[O:36])[C:26]1[CH:31]=[CH:30][CH:29]=[CH:28][CH:27]=1. (4) Given the reactants [Cl:1][C:2]1[N:3]=[N:4][C:5]([C:8]2[C:13]([CH3:14])=[CH:12][CH:11]=[CH:10][C:9]=2[CH3:15])=[CH:6][CH:7]=1.[CH:16]1(C(O)=O)[CH2:19][CH2:18][CH2:17]1.OS(O)(=O)=O.S(OOS([O-])(=O)=O)([O-])(=O)=O.[NH4+].[NH4+].[OH-].[NH4+], predict the reaction product. The product is: [Cl:1][C:2]1[N:3]=[N:4][C:5]([C:8]2[C:13]([CH3:14])=[CH:12][CH:11]=[CH:10][C:9]=2[CH3:15])=[CH:6][C:7]=1[CH:16]1[CH2:19][CH2:18][CH2:17]1. (5) Given the reactants [NH2:1][C:2]1[CH:7]=[CH:6][CH:5]=[CH:4][C:3]=1[C:8](=O)[CH2:9][CH:10]([CH3:12])[CH3:11].O.NN.[OH-].[K+].O, predict the reaction product. The product is: [CH3:11][CH:10]([CH3:12])[CH2:9][CH2:8][C:3]1[CH:4]=[CH:5][CH:6]=[CH:7][C:2]=1[NH2:1]. (6) Given the reactants [NH2:1][C:2]1[CH:11]=[C:10]([F:12])[CH:9]=[CH:8][C:3]=1[C:4]([O:6][CH3:7])=[O:5].O.C(=O)([O-])O.[Na+].[C:19](Cl)(Cl)=[S:20], predict the reaction product. The product is: [F:12][C:10]1[CH:9]=[CH:8][C:3]([C:4]([O:6][CH3:7])=[O:5])=[C:2]([N:1]=[C:19]=[S:20])[CH:11]=1.